Dataset: Full USPTO retrosynthesis dataset with 1.9M reactions from patents (1976-2016). Task: Predict the reactants needed to synthesize the given product. (1) The reactants are: [F:1][C:2]([F:8])([F:7])[S:3]([OH:6])(=[O:5])=[O:4].[N:9]1[CH:14]=[CH:13][C:12]([CH3:15])=[CH:11][C:10]=1[CH3:16]. Given the product [F:1][C:2]([F:8])([F:7])[S:3]([OH:6])(=[O:5])=[O:4].[N:9]1[CH:14]=[CH:13][C:12]([CH3:15])=[CH:11][C:10]=1[CH3:16], predict the reactants needed to synthesize it. (2) Given the product [Cl:34][C:31]1[CH:32]=[CH:33][C:28]([CH:27]([O:35][CH:36]2[CH2:37][N:38]([C:40]([NH:42][C:43]34[CH2:46][CH:4]5[CH2:5][CH:19]([CH2:20][CH:2]([CH2:3]5)[CH2:45]3)[CH2:44]4)=[O:41])[CH2:39]2)[C:26]2[CH:47]=[CH:48][C:49]([Cl:51])=[CH:50][CH:25]=2)=[CH:29][CH:30]=1, predict the reactants needed to synthesize it. The reactants are: Cl[C:2]1[CH:20]=[CH:19][C:5](C(OC2CNC2)[C:2]2[CH:20]=[CH:19][C:5](Cl)=[CH:4][CH:3]=2)=[CH:4][CH:3]=1.[N-]=C=O.Cl[C:25]1[CH:50]=[C:49]([Cl:51])[CH:48]=[CH:47][C:26]=1[CH:27]([O:35][CH:36]1[CH2:39][N:38]([C:40]([NH:42][C:43]([CH3:46])([CH3:45])[CH3:44])=[O:41])[CH2:37]1)[C:28]1[CH:33]=[CH:32][C:31]([Cl:34])=[CH:30][CH:29]=1. (3) Given the product [OH:14][C:11]1([CH2:15][NH:16][C:17](=[O:23])[O:18][C:19]([CH3:21])([CH3:20])[CH3:22])[CH2:12][CH2:13][NH:8][CH2:9][CH2:10]1, predict the reactants needed to synthesize it. The reactants are: C([N:8]1[CH2:13][CH2:12][C:11]([CH2:15][NH:16][C:17](=[O:23])[O:18][C:19]([CH3:22])([CH3:21])[CH3:20])([OH:14])[CH2:10][CH2:9]1)C1C=CC=CC=1.O.NN. (4) Given the product [CH2:7]([O:14][C:15]1[CH:16]=[C:17]([CH:18]=[CH:19][CH:20]=1)[O:21][CH2:22][CH2:23][CH2:24][C:25](=[O:5])[CH3:26])[C:8]1[CH:9]=[CH:10][CH:11]=[CH:12][CH:13]=1, predict the reactants needed to synthesize it. The reactants are: CN(C=[O:5])C.O.[CH2:7]([O:14][C:15]1[CH:20]=[CH:19][CH:18]=[C:17]([O:21][CH2:22][CH2:23][CH2:24][CH:25]=[CH2:26])[CH:16]=1)[C:8]1[CH:13]=[CH:12][CH:11]=[CH:10][CH:9]=1.Cl. (5) Given the product [CH3:23][N:24](/[CH:26]=[C:8]1\[CH2:9][CH2:10][CH2:11][C:5]2[C:4]([C:13]([O:15][CH2:16][CH3:17])=[O:14])=[N:3][N:2]([CH3:1])[C:6]=2[C:7]\1=[O:12])[CH3:25], predict the reactants needed to synthesize it. The reactants are: [CH3:1][N:2]1[C:6]2[C:7](=[O:12])[CH2:8][CH2:9][CH2:10][CH2:11][C:5]=2[C:4]([C:13]([O:15][CH2:16][CH3:17])=[O:14])=[N:3]1.C(O[CH:23](OC(C)(C)C)[N:24]([CH3:26])[CH3:25])(C)(C)C.